This data is from Forward reaction prediction with 1.9M reactions from USPTO patents (1976-2016). The task is: Predict the product of the given reaction. Given the reactants [NH2:1][C:2]1[CH:9]=[C:8]([CH3:10])[CH:7]=[CH:6][C:3]=1[C:4]#[N:5].[C:11]([N:19]=[C:20]=[S:21])(=[O:18])[C:12]1[CH:17]=[CH:16][CH:15]=[CH:14][CH:13]=1, predict the reaction product. The product is: [C:4]([C:3]1[CH:6]=[CH:7][C:8]([CH3:10])=[CH:9][C:2]=1[NH:1][C:20]([NH:19][C:11](=[O:18])[C:12]1[CH:13]=[CH:14][CH:15]=[CH:16][CH:17]=1)=[S:21])#[N:5].